This data is from Full USPTO retrosynthesis dataset with 1.9M reactions from patents (1976-2016). The task is: Predict the reactants needed to synthesize the given product. (1) Given the product [CH2:20]([Sn:15]([CH2:11][CH2:12][CH2:13][CH3:14])([CH2:16][CH2:17][CH2:18][CH3:19])/[CH:3]=[CH:2]\[CH2:1][OH:4])[CH2:21][CH2:22][CH3:23], predict the reactants needed to synthesize it. The reactants are: [CH2:1]([OH:4])[C:2]#[CH:3].[H-].[Al+3].[Li+].[H-].[H-].[H-].[CH2:11]([Sn:15](Cl)([CH2:20][CH2:21][CH2:22][CH3:23])[CH2:16][CH2:17][CH2:18][CH3:19])[CH2:12][CH2:13][CH3:14]. (2) Given the product [F:1][C:2]1[CH:16]=[CH:15][C:5]([CH2:6][N:7]2[C@@H:8]([CH3:14])[CH2:9][N:10]([C:24](=[O:28])[CH2:23][CH2:22][C:21]3[CH:20]=[CH:19][C:18]([CH3:17])=[CH:27][C:26]=3[OH:25])[C@H:11]([CH3:13])[CH2:12]2)=[CH:4][CH:3]=1, predict the reactants needed to synthesize it. The reactants are: [F:1][C:2]1[CH:16]=[CH:15][C:5]([CH2:6][N:7]2[CH2:12][C@H:11]([CH3:13])[NH:10][CH2:9][C@H:8]2[CH3:14])=[CH:4][CH:3]=1.[CH3:17][C:18]1[CH:27]=[C:26]2[C:21]([CH2:22][CH2:23][C:24](=[O:28])[O:25]2)=[CH:20][CH:19]=1. (3) Given the product [C:1]([O:5][C:6](=[O:40])[N:7]([C@H:33]1[CH2:38][CH2:37][C@H:36]([NH2:39])[CH2:35][CH2:34]1)[C:8]1[CH:13]=[C:12]([CH2:14][CH2:15][C:16]([NH:18][C:19]2[CH:24]=[CH:23][C:22]([CH:25]=[O:26])=[CH:21][CH:20]=2)=[O:17])[CH:11]=[CH:10][C:9]=1[C:27]1[CH:28]=[CH:29][CH:30]=[CH:31][CH:32]=1)([CH3:4])([CH3:2])[CH3:3], predict the reactants needed to synthesize it. The reactants are: [C:1]([O:5][C:6](=[O:40])[N:7]([C@H:33]1[CH2:38][CH2:37][C@H:36]([NH2:39])[CH2:35][CH2:34]1)[C:8]1[CH:13]=[C:12]([CH2:14][CH2:15][C:16]([NH:18][C:19]2[CH:24]=[CH:23][C:22]([CH2:25][OH:26])=[CH:21][CH:20]=2)=[O:17])[CH:11]=[CH:10][C:9]=1[C:27]1[CH:32]=[CH:31][CH:30]=[CH:29][CH:28]=1)([CH3:4])([CH3:3])[CH3:2]. (4) Given the product [NH2:17][CH:16]=[C:13]1[C:12]([C:20]2[S:21][CH:22]=[CH:23][C:24]=2[Br:25])=[N:11][N:10]([C:2]2[S:1][C:5]3[CH:6]=[CH:7][CH:8]=[CH:9][C:4]=3[N:3]=2)[C:14]1=[O:15], predict the reactants needed to synthesize it. The reactants are: [S:1]1[C:5]2[CH:6]=[CH:7][CH:8]=[CH:9][C:4]=2[N:3]=[C:2]1[N:10]1[C:14](=[O:15])[C:13](=[CH:16][N:17](C)C)[C:12]([C:20]2[S:21][CH:22]=[CH:23][C:24]=2[Br:25])=[N:11]1. (5) The reactants are: [C:1]([CH:3]([CH:7]1[C:11]([Cl:12])=[C:10](Cl)C(=O)O1)[C:4]([NH2:6])=[O:5])#[N:2].[F:15][C:16]1[C:21]([F:22])=[CH:20][CH:19]=[C:18]([F:23])[C:17]=1[CH2:24][NH2:25]. Given the product [ClH:12].[Cl:12][C:11]1[CH:7]=[C:3]([C:4]([NH2:6])=[O:5])[C:1](=[NH:2])[N:25]([CH2:24][C:17]2[C:18]([F:23])=[CH:19][CH:20]=[C:21]([F:22])[C:16]=2[F:15])[CH:10]=1, predict the reactants needed to synthesize it. (6) Given the product [CH2:15]([C:12]1[S:11][C:10]([CH2:9][NH:8][C:6](=[O:7])[C:5]2[CH:22]=[CH:23][C:2]([NH:1][CH2:45][O:48][CH3:49])=[N:3][CH:4]=2)=[CH:14][CH:13]=1)[C:16]1[CH:17]=[CH:18][CH:19]=[CH:20][CH:21]=1, predict the reactants needed to synthesize it. The reactants are: [NH2:1][C:2]1[CH:23]=[CH:22][C:5]([C:6]([NH:8][CH2:9][C:10]2[S:11][C:12]([CH2:15][C:16]3[CH:21]=[CH:20][CH:19]=[CH:18][CH:17]=3)=[CH:13][CH:14]=2)=[O:7])=[CH:4][N:3]=1.C1C=C2C(C=C(NCNCCCC(O)=O)C=C2)=CC=1.C=O.[C:45]([O:48][CH2:49]C)(=O)C.